This data is from Catalyst prediction with 721,799 reactions and 888 catalyst types from USPTO. The task is: Predict which catalyst facilitates the given reaction. (1) Reactant: [NH2:1][C:2]1[C:7]([O:8][CH2:9][CH:10]2[CH2:15][CH2:14][N:13]([C:16]3[N:21]=[C:20]([O:22][CH2:23][C@H:24]4[CH2:26][C@H:25]4[C:27]#[N:28])[N:19]=[C:18]([C:29]([O:31]C)=O)[N:17]=3)[CH2:12][CH2:11]2)=[CH:6][C:5]([C:33]2[N:34]=[CH:35][N:36]([CH3:38])[CH:37]=2)=[CH:4][N:3]=1.Cl.[CH2:40]([NH2:42])[CH3:41].C(Cl)Cl.CO. Product: [NH2:1][C:2]1[C:7]([O:8][CH2:9][CH:10]2[CH2:11][CH2:12][N:13]([C:16]3[N:21]=[C:20]([O:22][CH2:23][C@H:24]4[CH2:26][C@H:25]4[C:27]#[N:28])[N:19]=[C:18]([C:29]([NH:42][CH2:40][CH3:41])=[O:31])[N:17]=3)[CH2:14][CH2:15]2)=[CH:6][C:5]([C:33]2[N:34]=[CH:35][N:36]([CH3:38])[CH:37]=2)=[CH:4][N:3]=1. The catalyst class is: 3. (2) Reactant: C(OC([NH:8][CH2:9][CH2:10][O:11][C:12]1[CH:17]=[C:16]([F:18])[CH:15]=[CH:14][C:13]=1[NH:19][C:20]1[C:21]2[C:28]([CH3:29])=[C:27]([C:30]([O:32][CH3:33])=[O:31])[S:26][C:22]=2[N:23]=[CH:24][N:25]=1)=O)(C)(C)C.[Cl:34]CCl. Product: [ClH:34].[NH2:8][CH2:9][CH2:10][O:11][C:12]1[CH:17]=[C:16]([F:18])[CH:15]=[CH:14][C:13]=1[NH:19][C:20]1[C:21]2[C:28]([CH3:29])=[C:27]([C:30]([O:32][CH3:33])=[O:31])[S:26][C:22]=2[N:23]=[CH:24][N:25]=1. The catalyst class is: 55. (3) Reactant: [CH3:1][C:2]([CH3:21])([CH3:20])[C:3]([C:5]1[C:13]2[C:8](=[CH:9][C:10]([O:14][CH3:15])=[CH:11][CH:12]=2)[N:7]([CH2:16][C:17]([OH:19])=O)[N:6]=1)=[O:4].C1C=CC2N(O)N=NC=2C=1.[CH2:32]([NH:35][CH2:36][CH2:37][CH2:38][CH3:39])[CH2:33][CH3:34].CCN(C(C)C)C(C)C. The catalyst class is: 607. Product: [CH2:36]([N:35]([CH2:32][CH2:33][CH3:34])[C:17](=[O:19])[CH2:16][N:7]1[C:8]2[C:13](=[CH:12][CH:11]=[C:10]([O:14][CH3:15])[CH:9]=2)[C:5]([C:3](=[O:4])[C:2]([CH3:1])([CH3:21])[CH3:20])=[N:6]1)[CH2:37][CH2:38][CH3:39].